Dataset: Reaction yield outcomes from USPTO patents with 853,638 reactions. Task: Predict the reaction yield, written as a fraction of the theoretical maximum amount of product (1.0 means a 100% yield; for example, 0.34 means a 34% yield). (1) The reactants are F[C:2]1[CH:7]=[C:6]([O:8][CH3:9])[CH:5]=[CH:4][C:3]=1[O:10][CH3:11].C([Li])CCC.[C:17]1([CH3:27])[CH:22]=[C:21]([CH3:23])[CH:20]=[C:19]([CH3:24])[C:18]=1[Mg]Br.[I:28]I. The catalyst is ClCCl. The product is [I:28][C:7]1[C:6]([O:8][CH3:9])=[CH:5][CH:4]=[C:3]([O:10][CH3:11])[C:2]=1[C:18]1[C:19]([CH3:24])=[CH:20][C:21]([CH3:23])=[CH:22][C:17]=1[CH3:27]. The yield is 0.450. (2) The reactants are [N+:1]([C:4]1[CH:11]=[CH:10][C:7]([CH2:8]Br)=[CH:6][CH:5]=1)([O-:3])=[O:2].[CH3:12][S:13]([O-:15])=[O:14].[Na+]. The catalyst is CN(C)C=O.O. The product is [CH3:12][S:13]([CH2:8][C:7]1[CH:10]=[CH:11][C:4]([N+:1]([O-:3])=[O:2])=[CH:5][CH:6]=1)(=[O:15])=[O:14]. The yield is 0.930. (3) The reactants are Cl.[CH3:2][C:3]1[C:7]([CH2:8][N:9]2[CH:13]=[C:12]([NH2:14])[CH:11]=[N:10]2)=[C:6]([CH3:15])[O:5][N:4]=1.[N:16]1[CH:21]=[CH:20][CH:19]=[CH:18][C:17]=1[C:22](O)=[O:23].C1C=CC2N(O)N=NC=2C=1.C(N(CC)CC)C.C(Cl)CCl. The catalyst is C(Cl)Cl. The product is [CH3:2][C:3]1[C:7]([CH2:8][N:9]2[CH:13]=[C:12]([NH:14][C:22](=[O:23])[C:17]3[CH:18]=[CH:19][CH:20]=[CH:21][N:16]=3)[CH:11]=[N:10]2)=[C:6]([CH3:15])[O:5][N:4]=1. The yield is 0.600. (4) The reactants are [CH2:1]([O:8][C:9]1[CH:10]=[CH:11][C:12]([CH3:23])=[C:13](B2OCC(C)(C)CO2)[CH:14]=1)[C:2]1[CH:7]=[CH:6][CH:5]=[CH:4][CH:3]=1.[NH2:24][C:25]1[N:30]=[C:29](Cl)[CH:28]=[C:27]([Cl:32])[N:26]=1.C(COC)OC.C(=O)([O-])[O-].[Na+].[Na+]. The catalyst is C(OCC)(=O)C. The product is [CH2:1]([O:8][C:9]1[CH:10]=[CH:11][C:12]([CH3:23])=[C:13]([C:29]2[CH:28]=[C:27]([Cl:32])[N:26]=[C:25]([NH2:24])[N:30]=2)[CH:14]=1)[C:2]1[CH:3]=[CH:4][CH:5]=[CH:6][CH:7]=1. The yield is 0.400. (5) The reactants are [NH2:1][CH2:2][CH2:3][CH2:4][OH:5].[CH:6]1[C:15]2[C:10](=[CH:11][CH:12]=[CH:13][CH:14]=2)[CH:9]=[CH:8][C:7]=1[CH:16]=O.C([BH3-])#N.[Na+].[C:22](O[C:22]([O:24][C:25]([CH3:28])([CH3:27])[CH3:26])=[O:23])([O:24][C:25]([CH3:28])([CH3:27])[CH3:26])=[O:23]. The catalyst is CO.C1COCC1. The product is [C:25]([O:24][C:22]([N:1]([CH2:2][CH2:3][CH2:4][OH:5])[CH2:16][C:7]1[CH:8]=[CH:9][C:10]2[C:15](=[CH:14][CH:13]=[CH:12][CH:11]=2)[CH:6]=1)=[O:23])([CH3:28])([CH3:27])[CH3:26]. The yield is 0.600. (6) The product is [OH:16][C:13]([CH3:15])([CH3:14])[CH2:12][N:8]1[C:7](=[O:17])[C:6]2([CH3:22])[CH2:18][O:19][CH2:20][CH2:21][N:5]2[C:4]2[N:3]=[C:2]([C:31]3[CH:30]=[CH:29][C:28]([NH:27][C:25]([NH:24][CH3:23])=[O:26])=[CH:33][CH:32]=3)[N:11]=[CH:10][C:9]1=2. The yield is 0.184. The catalyst is O1CCOCC1.C1COCC1.C1C=CC(P(C2C=CC=CC=2)[C-]2C=CC=C2)=CC=1.C1C=CC(P(C2C=CC=CC=2)[C-]2C=CC=C2)=CC=1.Cl[Pd]Cl.[Fe+2]. The reactants are Cl[C:2]1[N:11]=[CH:10][C:9]2[N:8]([CH2:12][C:13]([OH:16])([CH3:15])[CH3:14])[C:7](=[O:17])[C:6]3([CH3:22])[CH2:18][O:19][CH2:20][CH2:21][N:5]3[C:4]=2[N:3]=1.[CH3:23][NH:24][C:25]([NH:27][C:28]1[CH:33]=[CH:32][C:31](B2OC(C)(C)C(C)(C)O2)=[CH:30][CH:29]=1)=[O:26].C([O-])(O)=O.[Na+]. (7) The reactants are CC1(C)COB([C:8]2[CH:9]=[CH:10][C:11]3[C:12]([CH:20]=2)=[N:13][O:14][C:15]=3[C:16]([O:18][CH3:19])=[O:17])OC1.B1([O-])O[O:23]1.O.O.O.O.[Na+]. The catalyst is C1COCC1.O. The product is [OH:23][C:8]1[CH:9]=[CH:10][C:11]2[C:12]([CH:20]=1)=[N:13][O:14][C:15]=2[C:16]([O:18][CH3:19])=[O:17]. The yield is 0.920. (8) The reactants are [NH:1]1[CH2:6][CH2:5][NH:4][CH2:3][CH2:2]1.[C:7]1([C:13]([C:21]2[CH:26]=[CH:25][CH:24]=[CH:23][CH:22]=2)([C:15]2[CH:20]=[CH:19][CH:18]=[CH:17][CH:16]=2)Cl)[CH:12]=[CH:11][CH:10]=[CH:9][CH:8]=1.O. The catalyst is CN(C)C=O. The product is [C:7]1([C:13]([C:15]2[CH:16]=[CH:17][CH:18]=[CH:19][CH:20]=2)([C:21]2[CH:22]=[CH:23][CH:24]=[CH:25][CH:26]=2)[N:1]2[CH2:6][CH2:5][NH:4][CH2:3][CH2:2]2)[CH:8]=[CH:9][CH:10]=[CH:11][CH:12]=1. The yield is 0.990. (9) The reactants are [C@H:1]1([NH:10][C:11]2[CH:20]=[CH:19][C:18]3[C:13](=[CH:14][CH:15]=[CH:16][C:17]=3I)[N:12]=2)[C:9]2[C:4](=[CH:5][CH:6]=[CH:7][CH:8]=2)[CH2:3][CH2:2]1.[OH:22][CH2:23][CH2:24][S:25][CH3:26].C(=O)([O-])[O-].[Cs+].[Cs+].N1C2C(=CC=C3C=2N=CC=C3)C=CC=1. The catalyst is C1(C)C=CC=CC=1.[Cu](I)I. The product is [C@H:1]1([NH:10][C:11]2[CH:20]=[CH:19][C:18]3[C:13](=[CH:14][CH:15]=[CH:16][C:17]=3[O:22][CH2:23][CH2:24][S:25][CH3:26])[N:12]=2)[C:9]2[C:4](=[CH:5][CH:6]=[CH:7][CH:8]=2)[CH2:3][CH2:2]1. The yield is 0.350. (10) The reactants are C[O:2][C:3]([C:5]1[CH:10]=[CH:9][N:8]=[C:7]([O:11][C:12]2[CH:17]=[CH:16][CH:15]=[CH:14][CH:13]=2)[N:6]=1)=[O:4].[OH-].[Na+]. The catalyst is CO. The product is [O:11]([C:7]1[N:6]=[C:5]([C:3]([OH:4])=[O:2])[CH:10]=[CH:9][N:8]=1)[C:12]1[CH:13]=[CH:14][CH:15]=[CH:16][CH:17]=1. The yield is 0.600.